Task: Predict the reactants needed to synthesize the given product.. Dataset: Full USPTO retrosynthesis dataset with 1.9M reactions from patents (1976-2016) (1) Given the product [ClH:22].[NH:1]1[CH2:6][CH2:5][CH:4]([C:7]([C:9]2[CH:14]=[CH:13][CH:12]=[CH:11][N:10]=2)=[O:8])[CH2:3][CH2:2]1, predict the reactants needed to synthesize it. The reactants are: [N:1]1[CH:6]=[CH:5][C:4]([C:7]([CH:9]2[CH2:14][CH2:13][CH2:12][CH2:11][N:10]2C(OC(C)(C)C)=O)=[O:8])=[CH:3][CH:2]=1.[ClH:22]. (2) Given the product [CH3:1][C:2]1[CH2:8][C@H:7]([C@H:9]([C@@H:11]2[C@@:15]3([CH3:33])[CH2:16][CH2:17][C@@H:18]4[C@@:23]5([CH3:31])[C:24]([CH2:26][C@H:27]([OH:30])[C@H:28]([OH:29])[C@@:22]65[O:32][C@@H:21]6[CH2:20][C@H:19]4[C@@H:14]3[CH2:13][CH2:12]2)=[O:25])[CH3:10])[O:6][C:4](=[O:5])[C:3]=1[CH2:34][OH:35], predict the reactants needed to synthesize it. The reactants are: [CH3:1][C:2]1[CH2:8][CH:7]([C@H:9]([C@@H:11]2[C@@:15]3([CH3:33])[CH2:16][CH2:17][C@@H:18]4[C@@:23]5([CH3:31])[C:24]([CH2:26][C@H:27]([OH:30])[C@H:28]([OH:29])[C@@:22]65[O:32][C@@H:21]6[CH2:20][C@H:19]4[C@@H:14]3[CH2:13][CH2:12]2)=[O:25])[CH3:10])[O:6][C:4](=[O:5])[C:3]=1[CH2:34][O:35][C@@H]1O[C@H](CO)[C@@H](O)[C@H](O)[C@H]1O.CC1C[C@H]([C@H]([C@@H]2[C@@]3(C)CC[C@@H]4[C@@]5(C)[C@@H](O)C[C@H](O[C@@H]6O[C@H](CO)[C@@H](O)[C@H](O)[C@H]6O)[C@H](O)[C@@]65O[C@@H]6C[C@H]4[C@@H]3CC2O)C)OC(=O)C=1CO. (3) Given the product [CH3:1][O:2][C:3]1[CH:22]=[CH:21][C:6]([C:7]([CH:9]2[CH2:14][CH2:13][N:12]([C@H:15]3[CH2:19][CH2:18][N:17]([CH2:25][C:26]4[NH:27][C:28](=[O:36])[C:29]5[CH2:35][O:34][CH2:33][CH2:32][C:30]=5[N:31]=4)[C:16]3=[O:20])[CH2:11][CH2:10]2)=[O:8])=[CH:5][C:4]=1[CH3:23], predict the reactants needed to synthesize it. The reactants are: [CH3:1][O:2][C:3]1[CH:22]=[CH:21][C:6]([C:7]([CH:9]2[CH2:14][CH2:13][N:12]([C@@H:15]3[CH2:19][CH2:18][NH:17][C:16]3=[O:20])[CH2:11][CH2:10]2)=[O:8])=[CH:5][C:4]=1[CH3:23].Cl[CH2:25][C:26]1[NH:27][C:28](=[O:36])[C:29]2[CH2:35][O:34][CH2:33][CH2:32][C:30]=2[N:31]=1.[H-].[Na+]. (4) Given the product [F:1][C:2]1[C:7]([F:8])=[CH:6][CH:5]=[CH:4][C:3]=1[C:9]1[N:34]=[C:12]2[CH:13]=[N:14][N:15]([CH2:17][C:18]3[O:22][N:21]=[C:20]([C:23]4[CH:28]=[CH:27][C:26]([O:29][CH2:40][CH:37]5[CH2:38][CH2:39][O:35][CH2:36]5)=[CH:25][C:24]=4[C:30]([F:32])([F:33])[F:31])[CH:19]=3)[CH:16]=[C:11]2[N:10]=1, predict the reactants needed to synthesize it. The reactants are: [F:1][C:2]1[C:7]([F:8])=[CH:6][CH:5]=[CH:4][C:3]=1[C:9]1[N:34]=[C:12]2[CH:13]=[N:14][N:15]([CH2:17][C:18]3[O:22][N:21]=[C:20]([C:23]4[CH:28]=[CH:27][C:26]([OH:29])=[CH:25][C:24]=4[C:30]([F:33])([F:32])[F:31])[CH:19]=3)[CH:16]=[C:11]2[N:10]=1.[O:35]1[CH2:39][CH2:38][CH:37]([CH2:40]OS(C)(=O)=O)[CH2:36]1.C(=O)([O-])[O-].[K+].[K+]. (5) Given the product [CH3:7][C:4]1[CH2:5][CH:6]=[C:2]([CH3:1])[C:3]=1[C:8]1[CH:13]=[CH:12][CH:11]=[CH:10][C:9]=1[NH:14][S:22]([CH3:21])(=[O:24])=[O:23], predict the reactants needed to synthesize it. The reactants are: [CH3:1][C:2]1[CH2:6][CH:5]=[C:4]([CH3:7])[C:3]=1[C:8]1[CH:13]=[CH:12][CH:11]=[CH:10][C:9]=1[NH2:14].N1C=CC=CC=1.[CH3:21][S:22](Cl)(=[O:24])=[O:23].Cl.